This data is from HIV replication inhibition screening data with 41,000+ compounds from the AIDS Antiviral Screen. The task is: Binary Classification. Given a drug SMILES string, predict its activity (active/inactive) in a high-throughput screening assay against a specified biological target. The result is 0 (inactive). The molecule is Cc1c(O)nc2cc(O)ccc2c1C.